Predict the reaction yield, written as a fraction of the theoretical maximum amount of product (1.0 means a 100% yield; for example, 0.34 means a 34% yield). From a dataset of Buchwald-Hartwig C-N cross coupling reaction yields with 55,370 reactions. (1) The reactants are FC(F)(F)c1ccc(Br)cc1.Cc1ccc(N)cc1.O=S(=O)(O[Pd]1c2ccccc2-c2ccccc2N~1)C(F)(F)F.COc1ccc(OC)c(P([C@]23C[C@H]4C[C@H](C[C@H](C4)C2)C3)[C@]23C[C@H]4C[C@H](C[C@H](C4)C2)C3)c1-c1c(C(C)C)cc(C(C)C)cc1C(C)C.CN(C)C(=NC(C)(C)C)N(C)C.Cc1ccon1. The yield is 0.459. The product is Cc1ccc(Nc2ccc(C(F)(F)F)cc2)cc1. No catalyst specified. (2) The reactants are Brc1cccnc1.Cc1ccc(N)cc1.O=S(=O)(O[Pd]1c2ccccc2-c2ccccc2N~1)C(F)(F)F.COc1ccc(OC)c(P([C@]23C[C@H]4C[C@H](C[C@H](C4)C2)C3)[C@]23C[C@H]4C[C@H](C[C@H](C4)C2)C3)c1-c1c(C(C)C)cc(C(C)C)cc1C(C)C.CCN=P(N=P(N(C)C)(N(C)C)N(C)C)(N(C)C)N(C)C.c1ccc(CN(Cc2ccccc2)c2ccno2)cc1. No catalyst specified. The product is Cc1ccc(Nc2cccnc2)cc1. The yield is 0.522. (3) The reactants are CCc1ccc(I)cc1.Cc1ccc(N)cc1.O=S(=O)(O[Pd]1c2ccccc2-c2ccccc2N~1)C(F)(F)F.CC(C)c1cc(C(C)C)c(-c2ccccc2P(C2CCCCC2)C2CCCCC2)c(C(C)C)c1.CN(C)C(=NC(C)(C)C)N(C)C.Fc1cccc(F)c1-c1ccno1. The product is CCc1ccc(Nc2ccc(C)cc2)cc1. No catalyst specified. The yield is 0.130. (4) The reactants are FC(F)(F)c1ccc(I)cc1.Cc1ccc(N)cc1.O=S(=O)(O[Pd]1c2ccccc2-c2ccccc2N~1)C(F)(F)F.CC(C)c1cc(C(C)C)c(-c2ccccc2P(C(C)(C)C)C(C)(C)C)c(C(C)C)c1.CCN=P(N=P(N(C)C)(N(C)C)N(C)C)(N(C)C)N(C)C.CCOC(=O)c1cnoc1. No catalyst specified. The product is Cc1ccc(Nc2ccc(C(F)(F)F)cc2)cc1. The yield is 0.0477. (5) The reactants are COc1ccc(Cl)cc1.Cc1ccc(N)cc1.O=S(=O)(O[Pd]1c2ccccc2-c2ccccc2N~1)C(F)(F)F.CC(C)c1cc(C(C)C)c(-c2ccccc2P(C(C)(C)C)C(C)(C)C)c(C(C)C)c1.CN1CCCN2CCCN=C12.CCOC(=O)c1cc(C)no1. No catalyst specified. The product is COc1ccc(Nc2ccc(C)cc2)cc1. The yield is 0. (6) The reactants are FC(F)(F)c1ccc(I)cc1.Cc1ccc(N)cc1.O=S(=O)(O[Pd]1c2ccccc2-c2ccccc2N~1)C(F)(F)F.CC(C)c1cc(C(C)C)c(-c2ccccc2P(C2CCCCC2)C2CCCCC2)c(C(C)C)c1.CCN=P(N=P(N(C)C)(N(C)C)N(C)C)(N(C)C)N(C)C.CCOC(=O)c1cnoc1. No catalyst specified. The product is Cc1ccc(Nc2ccc(C(F)(F)F)cc2)cc1. The yield is 0. (7) The reactants are CCc1ccc(Cl)cc1.Cc1ccc(N)cc1.O=S(=O)(O[Pd]1c2ccccc2-c2ccccc2N~1)C(F)(F)F.COc1ccc(OC)c(P([C@]23C[C@H]4C[C@H](C[C@H](C4)C2)C3)[C@]23C[C@H]4C[C@H](C[C@H](C4)C2)C3)c1-c1c(C(C)C)cc(C(C)C)cc1C(C)C.CN(C)C(=NC(C)(C)C)N(C)C.Cc1cc(-c2ccccc2)on1. No catalyst specified. The product is CCc1ccc(Nc2ccc(C)cc2)cc1. The yield is 0.00817. (8) The reactants are CCc1ccc(Cl)cc1.Cc1ccc(N)cc1.O=S(=O)(O[Pd]1c2ccccc2-c2ccccc2N~1)C(F)(F)F.COc1ccc(OC)c(P(C(C)(C)C)C(C)(C)C)c1-c1c(C(C)C)cc(C(C)C)cc1C(C)C.CN(C)C(=NC(C)(C)C)N(C)C.CCOC(=O)c1cc(C)on1. No catalyst specified. The product is CCc1ccc(Nc2ccc(C)cc2)cc1. The yield is 0.0150.